Dataset: Full USPTO retrosynthesis dataset with 1.9M reactions from patents (1976-2016). Task: Predict the reactants needed to synthesize the given product. (1) Given the product [Cl:15][C:16]1[CH:17]=[C:18]2[C:19]([C:32]([OH:33])=[C:31]([C:37]([O:39][CH2:40][CH3:41])=[O:38])[C:29](=[O:30])[C:23]32[CH2:24][CH2:25][O:26][CH2:27][CH2:28]3)=[CH:20][C:21]=1[F:22], predict the reactants needed to synthesize it. The reactants are: O=P12OP3(OP(OP(O3)(O1)=O)(=O)O2)=O.[Cl:15][C:16]1[CH:17]=[C:18]([C:23]2([C:29]([CH:31]([C:37]([O:39][CH2:40][CH3:41])=[O:38])[C:32](OCC)=[O:33])=[O:30])[CH2:28][CH2:27][O:26][CH2:25][CH2:24]2)[CH:19]=[CH:20][C:21]=1[F:22]. (2) Given the product [F:19][C:12]1[CH:13]=[CH:14][CH:15]=[C:16]([O:17][CH3:18])[C:11]=1[CH:2]1[N:1]([CH2:29][C:28]2[CH:31]=[CH:32][N:33]=[C:26]([C:24]3[S:25][C:21]([CH3:20])=[CH:22][N:23]=3)[CH:27]=2)[C:5](=[O:7])[CH:4]([CH3:10])[CH2:3]1, predict the reactants needed to synthesize it. The reactants are: [NH2:1][CH:2]([C:11]1[C:16]([O:17][CH3:18])=[CH:15][CH:14]=[CH:13][C:12]=1[F:19])[CH2:3][CH:4]([CH3:10])[C:5]([O:7]CC)=O.[CH3:20][C:21]1[S:25][C:24]([C:26]2[CH:27]=[C:28]([CH:31]=[CH:32][N:33]=2)[CH:29]=O)=[N:23][CH:22]=1. (3) Given the product [C:17]([NH:21][S:22]([C:25]1[CH:30]=[CH:29][CH:28]=[C:27]([C:31]2[N:39]3[C:34]([CH:35]=[N:36][C:37]([NH:8][C:5]4[CH:6]=[CH:7][C:2]([Cl:1])=[C:3]([O:9][CH2:10][CH:11]5[CH2:15][CH2:14][CH2:13][N:12]5[CH3:16])[CH:4]=4)=[N:38]3)=[CH:33][CH:32]=2)[CH:26]=1)(=[O:23])=[O:24])([CH3:20])([CH3:18])[CH3:19], predict the reactants needed to synthesize it. The reactants are: [Cl:1][C:2]1[CH:7]=[CH:6][C:5]([NH2:8])=[CH:4][C:3]=1[O:9][CH2:10][CH:11]1[CH2:15][CH2:14][CH2:13][N:12]1[CH3:16].[C:17]([NH:21][S:22]([C:25]1[CH:30]=[CH:29][CH:28]=[C:27]([C:31]2[N:39]3[C:34]([CH:35]=[N:36][C:37](O)=[N:38]3)=[CH:33][CH:32]=2)[CH:26]=1)(=[O:24])=[O:23])([CH3:20])([CH3:19])[CH3:18]. (4) Given the product [C:32]([O:36][C:37]([N:39]1[C@@H:44]([C@@H:45]([OH:57])[C@@H:46]([NH:56][C:6]([CH:1]2[CH2:2][CH2:3][CH2:4][CH2:5]2)=[O:8])[CH2:47][C:48]2[CH:49]=[C:50]([F:55])[CH:51]=[C:52]([F:54])[CH:53]=2)[CH2:43][O:42][C@@H:41]([O:58][CH2:59][C:60]([CH3:63])([CH3:62])[CH3:61])[CH2:40]1)=[O:38])([CH3:33])([CH3:35])[CH3:34], predict the reactants needed to synthesize it. The reactants are: [CH:1]1([C:6]([OH:8])=O)[CH2:5][CH2:4][CH2:3][CH2:2]1.Cl.CN(C)CCCN=C=NCC.O.ON1C2C=CC=CC=2N=N1.[C:32]([O:36][C:37]([N:39]1[C@@H:44]([C@@H:45]([OH:57])[C@@H:46]([NH2:56])[CH2:47][C:48]2[CH:53]=[C:52]([F:54])[CH:51]=[C:50]([F:55])[CH:49]=2)[CH2:43][O:42][C@@H:41]([O:58][CH2:59][C:60]([CH3:63])([CH3:62])[CH3:61])[CH2:40]1)=[O:38])([CH3:35])([CH3:34])[CH3:33].C(N(CC)CC)C.